This data is from Peptide-MHC class I binding affinity with 185,985 pairs from IEDB/IMGT. The task is: Regression. Given a peptide amino acid sequence and an MHC pseudo amino acid sequence, predict their binding affinity value. This is MHC class I binding data. (1) The peptide sequence is QTNLYNLLY. The MHC is HLA-B39:01 with pseudo-sequence HLA-B39:01. The binding affinity (normalized) is 0.0847. (2) The binding affinity (normalized) is 0.498. The peptide sequence is FPFKYAAHF. The MHC is Mamu-A2201 with pseudo-sequence Mamu-A2201. (3) The peptide sequence is THNDEIMRMC. The MHC is H-2-Kb with pseudo-sequence H-2-Kb. The binding affinity (normalized) is 0. (4) The peptide sequence is RRQGNIYPK. The MHC is HLA-A68:02 with pseudo-sequence HLA-A68:02. The binding affinity (normalized) is 0. (5) The peptide sequence is LIIAARNI. The MHC is H-2-Kb with pseudo-sequence H-2-Kb. The binding affinity (normalized) is 0.299. (6) The peptide sequence is HTQGYFPDW. The MHC is HLA-A29:02 with pseudo-sequence HLA-A29:02. The binding affinity (normalized) is 0.137. (7) The peptide sequence is IAMESIVIW. The MHC is HLA-A11:01 with pseudo-sequence HLA-A11:01. The binding affinity (normalized) is 0. (8) The peptide sequence is LLLETSWEAI. The binding affinity (normalized) is 0.569. The MHC is HLA-A02:01 with pseudo-sequence HLA-A02:01.